Binary Classification. Given a miRNA mature sequence and a target amino acid sequence, predict their likelihood of interaction. From a dataset of Experimentally validated miRNA-target interactions with 360,000+ pairs, plus equal number of negative samples. (1) The miRNA is hsa-miR-212-3p with sequence UAACAGUCUCCAGUCACGGCC. The protein sequence of the target gene is MYPAGPPAGPVPRRGRRPLPGPPAPAPAPVPAARPPPPAPGPRPRVAVKMAFRKAYSIKDKLQAIERVKGGERQASVCRDFGVPGGTLRGWLKDEPKLRWFLEQLGGEVGTQRKKMRLANEEEIDRAVYAWFLALRQHGVPLSGPLIQAQAEAFARQIYGPECTFKASHGWFWRWQKRHGISSQRFYGEAGPPAPSPAPGPPVKEEPALPSGAGPLPDRAPAPPPPAEGGYGDEQIYSASVTGLYWKLLPEQAAPPGAGDPGAGGCGRRWRGDRVTVLLAANLTGSHKLKPLVIGRLPDP.... Result: 0 (no interaction). (2) Result: 0 (no interaction). The protein sequence of the target gene is MEGERAPLLGSRRPAVSAASAVFAGRRAACGAVLLAELLERAAFYGVTANLVLFLNGAPFDWEGAQASQALLLFMGLTYLGSPFGGWLADARLGRARAILLSLALYLLGLLAFPLLAAPRSRSFLCGDPRPELVRNCSAPFPNGSASCPENAARRCAPATFAGLVLVGLGVATVKANITPFGADQVKDRGPEATRRFFNWFYWSINLGAILSLGGIAYIQQNVSFFTGYLIPTVCVAIAFLVFLCGQSVFITKPPDGSAFTDMFRILTYSCCSQRGGQRRSGEGLGVFQQSSKHSLFDSC.... The miRNA is hsa-miR-4448 with sequence GGCUCCUUGGUCUAGGGGUA. (3) The miRNA is hcmv-miR-US33-5p with sequence GAUUGUGCCCGGACCGUGGGCG. The protein sequence of the target gene is MAGTVVLDDVELREAQRDYLDFLDDEEDQGIYQSKVRELISDNQYRLIVNVNDLRRKNEKRANRLLNNAFEELVAFQRALKDFVASIDATYAKQYEEFYVGLEGSFGSKHVSPRTLTSCFLSCVVCVEGIVTKCSLVRPKVVRSVHYCPATKKTIERRYSDLTTLVAFPSSSVYPTKDEENNPLETEYGLSVYKDHQTITIQEMPEKAPAGQLPRSVDVILDDDLVDKAKPGDRVQVVGTYRCLPGKKGGYTSGTFRTVLIACNVKQMSKDAQPSFSAEDIAKIKKFSKTRSKDIFDQLA.... Result: 0 (no interaction).